Dataset: Full USPTO retrosynthesis dataset with 1.9M reactions from patents (1976-2016). Task: Predict the reactants needed to synthesize the given product. (1) Given the product [Cl:18][CH2:19][CH2:20][C:21]([C:9]1[CH:10]=[C:11]2[C:6](=[CH:7][CH:8]=1)[NH:5][C:4](=[O:12])[CH2:3][C:2]2([CH3:13])[CH3:1])=[O:22], predict the reactants needed to synthesize it. The reactants are: [CH3:1][C:2]1([CH3:13])[C:11]2[C:6](=[CH:7][CH:8]=[CH:9][CH:10]=2)[NH:5][C:4](=[O:12])[CH2:3]1.[Cl-].[Al+3].[Cl-].[Cl-].[Cl:18][CH2:19][CH2:20][C:21](Cl)=[O:22]. (2) Given the product [Cl:1][C:2]1[CH:21]=[CH:20][C:19]([CH2:27][CH:23]=[CH2:24])=[CH:18][C:3]=1[C:4]([NH:6][CH2:7][C:8]12[CH2:17][CH:12]3[CH2:13][CH:14]([CH2:16][CH:10]([CH2:11]3)[CH2:9]1)[CH2:15]2)=[O:5], predict the reactants needed to synthesize it. The reactants are: [Cl:1][C:2]1[CH:21]=[CH:20][C:19](I)=[CH:18][C:3]=1[C:4]([NH:6][CH2:7][C:8]12[CH2:17][CH:12]3[CH2:13][CH:14]([CH2:16][CH:10]([CH2:11]3)[CH2:9]1)[CH2:15]2)=[O:5].[CH2:23]([CH:27]([Sn])C=C(CCCC)CCCC)[CH2:24]CC.C1(P(C2C=CC=CC=2)C2C=CC=CC=2)C=CC=CC=1.[Cl-].[Li+]. (3) Given the product [C:1]([C:3]1[CH:4]=[CH:5][C:6]([O:7][CH2:8][CH2:9][N:10]2[CH2:17][CH:16]3[O:18][CH:12]([CH2:13][N:14]([CH2:19][CH2:20][N:21]([CH3:34])[S:22]([C:25]4[C:26]([CH3:31])=[N:27][O:28][C:29]=4[CH3:30])(=[O:24])=[O:23])[CH2:15]3)[CH2:11]2)=[CH:32][CH:33]=1)#[N:2], predict the reactants needed to synthesize it. The reactants are: [C:1]([C:3]1[CH:33]=[CH:32][C:6]([O:7][CH2:8][CH2:9][N:10]2[CH2:17][CH:16]3[O:18][CH:12]([CH2:13][N:14]([CH2:19][CH2:20][NH:21][S:22]([C:25]4[C:26]([CH3:31])=[N:27][O:28][C:29]=4[CH3:30])(=[O:24])=[O:23])[CH2:15]3)[CH2:11]2)=[CH:5][CH:4]=1)#[N:2].[C:34]([O-])([O-])=O.[Cs+].[Cs+].IC. (4) Given the product [N:21]1([CH2:20][CH2:19][O:18][C:15]2[CH:16]=[CH:17][C:12]([NH:11][C:5]3[C:6]4[N:7]([CH:8]=[CH:9][N:10]=4)[C:2]([C:35]4[CH:36]=[N:37][NH:38][CH:39]=4)=[CH:3][N:4]=3)=[CH:13][CH:14]=2)[CH2:26][CH2:25][O:24][CH2:23][CH2:22]1, predict the reactants needed to synthesize it. The reactants are: Br[C:2]1[N:7]2[CH:8]=[CH:9][N:10]=[C:6]2[C:5]([NH:11][C:12]2[CH:17]=[CH:16][C:15]([O:18][CH2:19][CH2:20][N:21]3[CH2:26][CH2:25][O:24][CH2:23][CH2:22]3)=[CH:14][CH:13]=2)=[N:4][CH:3]=1.CC1(C)C(C)(C)OB([C:35]2[CH:36]=[N:37][NH:38][CH:39]=2)O1.C([O-])([O-])=O.[Na+].[Na+]. (5) The reactants are: O[CH2:2][C@@H:3]([NH2:8])[CH2:4][CH:5]([CH3:7])[CH3:6].COC(=O)[C@H](CC(C)C)N.OCCN.[C:23]([C:25]1[CH:30]=[CH:29][C:28]([N:31]=[C:32]=[S:33])=[C:27]([C:34]([F:37])([F:36])[F:35])[CH:26]=1)#[N:24]. Given the product [C:23]([C:25]1[CH:30]=[CH:29][C:28]([N:31]=[C:32]2[NH:8][C@@H:3]([CH2:4][CH:5]([CH3:7])[CH3:6])[CH2:2][S:33]2)=[C:27]([C:34]([F:35])([F:36])[F:37])[CH:26]=1)#[N:24], predict the reactants needed to synthesize it.